Dataset: Full USPTO retrosynthesis dataset with 1.9M reactions from patents (1976-2016). Task: Predict the reactants needed to synthesize the given product. (1) Given the product [C:13]([O:17][C:18]([N:19]1[CH2:31][CH2:32][C:33](=[O:43])[NH:34][CH2:21][C@H:20]1[CH2:23][CH2:24][C:25]1[CH:30]=[CH:29][CH:28]=[CH:27][CH:26]=1)=[O:44])([CH3:16])([CH3:15])[CH3:14], predict the reactants needed to synthesize it. The reactants are: N[C@H](CCC1C=CC=CC=1)CO.[C:13]([O:17][C:18](=[O:44])[N:19]([CH2:31][CH2:32][C:33](=[O:43])[NH:34]OCC1C=CC=CC=1)[C@H:20]([CH2:23][CH2:24][C:25]1[CH:30]=[CH:29][CH:28]=[CH:27][CH:26]=1)[CH2:21]O)([CH3:16])([CH3:15])[CH3:14].C(OC(N1CCC(=O)N(OCC2C=CC=CC=2)C[C@H]1CCC1C=CC=CC=1)=O)(C)(C)C. (2) Given the product [Cl:26][C:27]1[CH:34]=[C:33]([Cl:35])[CH:32]=[CH:31][C:28]=1[CH2:29][N:30]1[C:4](=[O:6])[C:3]2[C:2](=[CH:11][C:10]([C:12]([O:14][CH3:15])=[O:13])=[CH:9][CH:8]=2)[NH:1][C:19]1=[O:20], predict the reactants needed to synthesize it. The reactants are: [NH2:1][C:2]1[CH:11]=[C:10]([C:12]([O:14][CH3:15])=[O:13])[CH:9]=[CH:8][C:3]=1[C:4]([O:6]C)=O.CN1CC[O:20][CH2:19]C1.C(#N)C.[Cl:26][C:27]1[CH:34]=[C:33]([Cl:35])[CH:32]=[CH:31][C:28]=1[CH2:29][NH2:30]. (3) Given the product [C:1]([O:5][C:6]([N:8]1[CH2:9][CH:10]2[C:16]3([CH2:19][C:20](=[O:21])[CH2:17]3)[CH:14]([CH2:13][CH2:12][CH2:11]2)[CH2:15]1)=[O:7])([CH3:4])([CH3:3])[CH3:2], predict the reactants needed to synthesize it. The reactants are: [C:1]([O:5][C:6]([N:8]1[CH2:15][CH:14]2[C:16](=[CH2:17])[CH:10]([CH2:11][CH2:12][CH2:13]2)[CH2:9]1)=[O:7])([CH3:4])([CH3:3])[CH3:2].Cl[C:19](Cl)(Cl)[C:20](Cl)=[O:21].C(=O)([O-])O.[Na+].